This data is from Forward reaction prediction with 1.9M reactions from USPTO patents (1976-2016). The task is: Predict the product of the given reaction. Given the reactants [Br:1][C:2]1[C:11]2[C:10]([CH3:13])([CH3:12])[CH2:9][CH:8]=[C:7]([CH:14]([CH3:16])[CH3:15])[C:6]=2[CH:5]=[C:4](/[C:17](/[CH3:22])=[C:18](/[F:21])\[CH2:19][OH:20])[C:3]=1[O:23][CH3:24].C[N+]1([O-])CCOCC1.ClCCl, predict the reaction product. The product is: [Br:1][C:2]1[C:11]2[C:10]([CH3:13])([CH3:12])[CH2:9][CH:8]=[C:7]([CH:14]([CH3:16])[CH3:15])[C:6]=2[CH:5]=[C:4](/[C:17](/[CH3:22])=[C:18](/[F:21])\[CH:19]=[O:20])[C:3]=1[O:23][CH3:24].